Dataset: Reaction yield outcomes from USPTO patents with 853,638 reactions. Task: Predict the reaction yield, written as a fraction of the theoretical maximum amount of product (1.0 means a 100% yield; for example, 0.34 means a 34% yield). (1) The reactants are [C:1]([NH:4][C:5]1[CH:14]=[C:13]2[C:8]([CH:9]=[CH:10][N:11]3[C:17]([C:18]([O:20]C)=[O:19])=[C:16]([C:22]4[CH:27]=[CH:26][C:25]([Cl:28])=[CH:24][C:23]=4[Cl:29])[N:15]=[C:12]32)=[CH:7][N:6]=1)(=[O:3])[CH3:2].[OH-].[Na+].Cl.CCOC(C)=O. The catalyst is C1COCC1. The product is [C:1]([NH:4][C:5]1[CH:14]=[C:13]2[C:8]([CH:9]=[CH:10][N:11]3[C:17]([C:18]([OH:20])=[O:19])=[C:16]([C:22]4[CH:27]=[CH:26][C:25]([Cl:28])=[CH:24][C:23]=4[Cl:29])[N:15]=[C:12]32)=[CH:7][N:6]=1)(=[O:3])[CH3:2]. The yield is 0.570. (2) The reactants are [CH3:1][O:2][C:3](=[O:19])[C:4]1[C:9]([Cl:10])=[CH:8][C:7]([NH:11][CH:12]([NH:15][C:16]#[N:17])SC)=[CH:6][C:5]=1[Cl:18].[NH2:20][NH2:21]. The catalyst is CCO. The product is [CH3:1][O:2][C:3](=[O:19])[C:4]1[C:5]([Cl:18])=[CH:6][C:7]([NH:11][C:12]2[N:15]=[C:16]([NH2:17])[NH:21][N:20]=2)=[CH:8][C:9]=1[Cl:10]. The yield is 0.900. (3) The reactants are [CH2:1]([O:8][C@@H:9]1[C@@H:18]([O:19][CH2:20][C:21]2[CH:26]=[CH:25][CH:24]=[CH:23][CH:22]=2)[C@H:17]([O:27][C@@H:28]2[O:57][C@H:56]([CH:58](S(C3C(C)=CC=CC=3)(=O)=O)O)[C@@H:47]([O:48][CH2:49][C:50]3[CH:55]=[CH:54][CH:53]=[CH:52][CH:51]=3)[C@H:38]([O:39][CH2:40][C:41]3[CH:46]=[CH:45][CH:44]=[CH:43][CH:42]=3)[C@H:29]2[O:30][CH2:31][C:32]2[CH:37]=[CH:36][CH:35]=[CH:34][CH:33]=2)[C@@H:16]([CH2:70][O:71][CH2:72][C:73]2[CH:78]=[CH:77][CH:76]=[CH:75][CH:74]=2)[O:15][CH:10]1[O:11][CH2:12][CH:13]=[CH2:14])[C:2]1[CH:7]=[CH:6][CH:5]=[CH:4][CH:3]=1.[H-].[Al+3].[Li+].[H-].[H-].[H-]. The catalyst is C(OCC)C.[OH-].[Na+].O. The product is [CH2:1]([O:8][C@@H:9]1[C@@H:18]([O:19][CH2:20][C:21]2[CH:22]=[CH:23][CH:24]=[CH:25][CH:26]=2)[C@H:17]([O:27][C@@H:28]2[O:57][C@H:56]([CH3:58])[C@@H:47]([O:48][CH2:49][C:50]3[CH:51]=[CH:52][CH:53]=[CH:54][CH:55]=3)[C@H:38]([O:39][CH2:40][C:41]3[CH:42]=[CH:43][CH:44]=[CH:45][CH:46]=3)[C@H:29]2[O:30][CH2:31][C:32]2[CH:37]=[CH:36][CH:35]=[CH:34][CH:33]=2)[C@@H:16]([CH2:70][O:71][CH2:72][C:73]2[CH:74]=[CH:75][CH:76]=[CH:77][CH:78]=2)[O:15][CH:10]1[O:11][CH2:12][CH:13]=[CH2:14])[C:2]1[CH:7]=[CH:6][CH:5]=[CH:4][CH:3]=1. The yield is 0.550. (4) The reactants are [CH:1]1([S:4]([C:7]2[CH:12]=[CH:11][C:10]([CH:13]([CH2:31][CH:32]3[CH2:37][CH2:36][O:35][CH2:34][CH2:33]3)[C:14](=O)[CH2:15][CH2:16][C:17]([C:19]3[S:20][C:21]([CH:24]([OH:29])[C:25]([OH:28])([CH3:27])[CH3:26])=[CH:22][N:23]=3)=O)=[CH:9][CH:8]=2)(=[O:6])=[O:5])[CH2:3][CH2:2]1.C([O-])(=O)C.[NH4+:42].[OH-].[Na+]. The catalyst is C(O)(=O)C. The product is [CH:1]1([S:4]([C:7]2[CH:8]=[CH:9][C:10]([CH:13]([C:14]3[NH:42][C:17]([C:19]4[S:20][C:21]([CH:24]([OH:29])[C:25]([CH3:27])([OH:28])[CH3:26])=[CH:22][N:23]=4)=[CH:16][CH:15]=3)[CH2:31][CH:32]3[CH2:37][CH2:36][O:35][CH2:34][CH2:33]3)=[CH:11][CH:12]=2)(=[O:6])=[O:5])[CH2:2][CH2:3]1. The yield is 0.560. (5) The reactants are [CH3:1][C:2]1[CH:11]=[CH:10][C:5]([C:6]([O:8][CH3:9])=[O:7])=[CH:4][C:3]=1[N:12]1[C:17](=[O:18])[CH2:16][C:15](=[O:19])[N:14]=[C:13]1[CH3:20].C([O-])([O-])=O.[K+].[K+].[F:27][C:28]1[CH:35]=[C:34]([F:36])[CH:33]=[CH:32][C:29]=1[CH2:30]Br. The catalyst is CN(C=O)C.C1OCCOCCOCCOCCOCCOC1. The product is [F:27][C:28]1[CH:35]=[C:34]([F:36])[CH:33]=[CH:32][C:29]=1[CH2:30][O:19][C:15]1[N:14]=[C:13]([CH3:20])[N:12]([C:3]2[CH:4]=[C:5]([CH:10]=[CH:11][C:2]=2[CH3:1])[C:6]([O:8][CH3:9])=[O:7])[C:17](=[O:18])[CH:16]=1. The yield is 0.820.